From a dataset of Forward reaction prediction with 1.9M reactions from USPTO patents (1976-2016). Predict the product of the given reaction. (1) Given the reactants [CH2:1]1[CH:5]2[CH2:6][NH:7][CH2:8][CH:4]2[CH2:3][N:2]1[C:9]([C:11]1[CH:16]=[CH:15][CH:14]=[CH:13][C:12]=1[C:17]1[S:18][CH:19]=[CH:20][CH:21]=1)=[O:10].Cl[C:23]1[S:24][C:25]2[CH:31]=[C:30]([F:32])[CH:29]=[CH:28][C:26]=2[N:27]=1, predict the reaction product. The product is: [F:32][C:30]1[CH:29]=[CH:28][C:26]2[N:27]=[C:23]([N:7]3[CH2:8][CH:4]4[CH:5]([CH2:1][N:2]([C:9]([C:11]5[CH:16]=[CH:15][CH:14]=[CH:13][C:12]=5[C:17]5[S:18][CH:19]=[CH:20][CH:21]=5)=[O:10])[CH2:3]4)[CH2:6]3)[S:24][C:25]=2[CH:31]=1. (2) Given the reactants [CH:1]([C:3]1[O:4][C:5]2[CH:12]=[CH:11][C:10]([C:13]#[N:14])=[CH:9][C:6]=2[C:7]=1[CH3:8])=[O:2].[CH:15]1([Mg]Br)[CH2:20][CH2:19][CH2:18][CH2:17][CH2:16]1.[Cl-].[NH4+], predict the reaction product. The product is: [CH:15]1([CH:1]([OH:2])[C:3]2[O:4][C:5]3[CH:12]=[CH:11][C:10]([C:13]#[N:14])=[CH:9][C:6]=3[C:7]=2[CH3:8])[CH2:20][CH2:19][CH2:18][CH2:17][CH2:16]1.